Predict the product of the given reaction. From a dataset of Forward reaction prediction with 1.9M reactions from USPTO patents (1976-2016). (1) Given the reactants [C:1]1([C:7]2[O:8][C:9]3[C:10](=[C:12]([C:16]([OH:18])=O)[CH:13]=[CH:14][CH:15]=3)[N:11]=2)[CH:6]=[CH:5][CH:4]=[CH:3][CH:2]=1.C1C=CC2N(O)N=[N:25]C=2C=1.[NH4+].[Cl-].CCN(C(C)C)C(C)C.CCN=C=NCCCN(C)C, predict the reaction product. The product is: [C:1]1([C:7]2[O:8][C:9]3[C:10](=[C:12]([C:16]([NH2:25])=[O:18])[CH:13]=[CH:14][CH:15]=3)[N:11]=2)[CH:6]=[CH:5][CH:4]=[CH:3][CH:2]=1. (2) Given the reactants [CH3:1][N:2]([CH3:18])[CH:3]1[CH2:7][CH2:6][N:5]([C:8]2[CH:13]=[CH:12][C:11]([N+:14]([O-])=O)=[C:10]([CH3:17])[CH:9]=2)[CH2:4]1, predict the reaction product. The product is: [NH2:14][C:11]1[CH:12]=[CH:13][C:8]([N:5]2[CH2:6][CH2:7][CH:3]([N:2]([CH3:18])[CH3:1])[CH2:4]2)=[CH:9][C:10]=1[CH3:17]. (3) Given the reactants [C:1]([O:5][C:6]([CH:8]1[NH:20][CH2:19][C:17]2=[C:18]3[C:13](=[C:14]([CH:21]=[O:22])[CH:15]=[CH:16]2)[CH:12]=[CH:11][N:10]3[CH2:9]1)=[O:7])([CH3:4])([CH3:3])[CH3:2].Cl[O-].[Na+].P([O-])(O)(O)=[O:27].[K+].CC(=CC)C, predict the reaction product. The product is: [C:1]([O:5][C:6]([CH:8]1[NH:20][CH2:19][C:17]2=[C:18]3[C:13](=[C:14]([C:21]([OH:27])=[O:22])[CH:15]=[CH:16]2)[CH:12]=[CH:11][N:10]3[CH2:9]1)=[O:7])([CH3:4])([CH3:2])[CH3:3]. (4) Given the reactants [CH2:1]([O:5][C:6]1[C:11]2[C:12]([O:15][CH2:16][CH:17]3[CH2:22][CH2:21][NH:20][CH2:19][CH2:18]3)=[N:13][O:14][C:10]=2[CH:9]=[CH:8][CH:7]=1)[CH:2]([CH3:4])[CH3:3].[CH:23]([C@H:25]1[CH2:30][CH2:29][C@H:28]([C:31]([O:33][CH3:34])=[O:32])[CH2:27][CH2:26]1)=O.C(C1(C(OC)=O)CCCC1)=O, predict the reaction product. The product is: [CH2:1]([O:5][C:6]1[C:11]2[C:12]([O:15][CH2:16][CH:17]3[CH2:22][CH2:21][N:20]([CH2:23][C@H:25]4[CH2:26][CH2:27][C@H:28]([C:31]([O:33][CH3:34])=[O:32])[CH2:29][CH2:30]4)[CH2:19][CH2:18]3)=[N:13][O:14][C:10]=2[CH:9]=[CH:8][CH:7]=1)[CH:2]([CH3:4])[CH3:3]. (5) Given the reactants C(N1C2C(=CC=CC=2)C(O)(CC(=O)C2C=CC=CN=2)C1=O)CCC.[CH3:25][C:26]1[CH:27]=[C:28]2[C:32](=[CH:33][CH:34]=1)[N:31]([CH2:35][CH2:36][CH3:37])[C:30](=[O:38])[C:29]2=[O:39].[NH:40]1[C:48]2[C:43](=[CH:44][CH:45]=[CH:46][CH:47]=2)[C:42]([C:49](=[O:51])[CH3:50])=[CH:41]1, predict the reaction product. The product is: [NH:40]1[C:48]2[C:43](=[CH:44][CH:45]=[CH:46][CH:47]=2)[C:42]([C:49](=[O:51])[CH2:50][C:29]2([OH:39])[C:28]3[C:32](=[CH:33][CH:34]=[C:26]([CH3:25])[CH:27]=3)[N:31]([CH2:35][CH2:36][CH3:37])[C:30]2=[O:38])=[CH:41]1. (6) The product is: [Cl:1][C:2]1[C:3]([O:29][C:20]2[C:19]([F:18])=[CH:28][C:23]3[B:24]([OH:27])[O:25][CH2:26][C:22]=3[CH:21]=2)=[N:4][C:5]([O:10][CH2:11][CH2:12][CH2:13][C:14](=[O:16])[CH3:15])=[C:6]([CH:9]=1)[C:7]#[N:8]. Given the reactants [Cl:1][C:2]1[C:3](Cl)=[N:4][C:5]([O:10][CH2:11][CH2:12][CH2:13][C:14](=[O:16])[CH3:15])=[C:6]([CH:9]=1)[C:7]#[N:8].[F:18][C:19]1[C:20]([OH:29])=[CH:21][C:22]2[CH2:26][O:25][B:24]([OH:27])[C:23]=2[CH:28]=1, predict the reaction product.